Task: Predict the reaction yield, written as a fraction of the theoretical maximum amount of product (1.0 means a 100% yield; for example, 0.34 means a 34% yield).. Dataset: Reaction yield outcomes from USPTO patents with 853,638 reactions The reactants are C([S:5][C:6]1[CH:11]=[CH:10][C:9](Br)=CC=1)(C)(C)C.C([Li])[CH2:14][CH2:15][CH3:16].[F:18][C:19]1[C:24]([C:25]2[C:30]([F:31])=[C:29]([F:32])[C:28]([F:33])=[C:27]([F:34])[C:26]=2[F:35])=[C:23]([F:36])[C:22]([F:37])=[C:21](F)[C:20]=1[F:39].[C:40](=O)(O)[O-].[Na+]. The catalyst is C1COCC1. The product is [C:15]([C:21]1[C:22]([F:37])=[C:23]([F:36])[C:24]([C:9]2[S:5][CH:6]=[CH:11][CH:10]=2)([C:25]2[C:26]([F:35])=[C:27]([F:34])[C:28]([F:33])=[C:29]([F:32])[C:30]=2[F:31])[CH:19]([F:18])[C:20]=1[F:39])([CH3:14])([CH3:16])[CH3:40]. The yield is 0.630.